From a dataset of Full USPTO retrosynthesis dataset with 1.9M reactions from patents (1976-2016). Predict the reactants needed to synthesize the given product. (1) Given the product [C:1]1([C:7]2[C:12]([C:13]3[CH:18]=[CH:17][CH:16]=[CH:15][CH:14]=3)=[CH:11][CH:10]=[CH:9][N+:8]=2[O-:24])[CH:2]=[CH:3][CH:4]=[CH:5][CH:6]=1, predict the reactants needed to synthesize it. The reactants are: [C:1]1([C:7]2[C:12]([C:13]3[CH:18]=[CH:17][CH:16]=[CH:15][CH:14]=3)=[CH:11][CH:10]=[CH:9][N:8]=2)[CH:6]=[CH:5][CH:4]=[CH:3][CH:2]=1.ClC1C=C(C=CC=1)C(OO)=[O:24]. (2) Given the product [C:14]1([CH:10]([C:8]2[CH:7]=[CH:6][C:5]3[O:1][CH:2]=[CH:3][C:4]=3[CH:9]=2)[CH2:11][CH3:12])[CH:19]=[CH:18][CH:17]=[CH:16][CH:15]=1, predict the reactants needed to synthesize it. The reactants are: [O:1]1[C:5]2[CH:6]=[CH:7][C:8]([C:10]([C:14]3[CH:19]=[CH:18][CH:17]=[CH:16][CH:15]=3)(O)[CH2:11][CH3:12])=[CH:9][C:4]=2[CH:3]=[CH:2]1.C([SiH](CC)CC)C.FC(F)(F)C(O)=O.